Task: Predict the product of the given reaction.. Dataset: Forward reaction prediction with 1.9M reactions from USPTO patents (1976-2016) Given the reactants [Si:1]([O:8][C:9]1[C:14]([CH3:15])=[CH:13][C:12]([C:16]2([OH:26])[C:24]3[C:19](=[CH:20][CH:21]=[CH:22][CH:23]=3)[NH:18][C:17]2=[O:25])=[CH:11][C:10]=1[CH3:27])([C:4]([CH3:7])([CH3:6])[CH3:5])([CH3:3])[CH3:2].[F:28][C:29]([F:41])([F:40])[O:30][C:31]1[CH:32]=[C:33](B(O)O)[CH:34]=[CH:35][CH:36]=1.N1C=CC=CC=1, predict the reaction product. The product is: [C:4]([Si:1]([CH3:3])([CH3:2])[O:8][C:9]1[C:10]([CH3:27])=[CH:11][C:12]([C:16]2([OH:26])[C:24]3[C:19](=[CH:20][CH:21]=[CH:22][CH:23]=3)[N:18]([C:33]3[CH:34]=[CH:35][CH:36]=[C:31]([O:30][C:29]([F:28])([F:40])[F:41])[CH:32]=3)[C:17]2=[O:25])=[CH:13][C:14]=1[CH3:15])([CH3:6])([CH3:5])[CH3:7].